From a dataset of Full USPTO retrosynthesis dataset with 1.9M reactions from patents (1976-2016). Predict the reactants needed to synthesize the given product. Given the product [F:1][C:2]1[C:11]([NH:12][S:13]([CH2:16][CH2:17][CH2:18][F:19])(=[O:14])=[O:15])=[CH:10][CH:9]=[C:8]([F:20])[C:3]=1[C:4]([OH:6])=[O:5], predict the reactants needed to synthesize it. The reactants are: [F:1][C:2]1[C:11]([NH:12][S:13]([CH2:16][CH2:17][CH2:18][F:19])(=[O:15])=[O:14])=[CH:10][CH:9]=[C:8]([F:20])[C:3]=1[C:4]([O:6]C)=[O:5].